This data is from Full USPTO retrosynthesis dataset with 1.9M reactions from patents (1976-2016). The task is: Predict the reactants needed to synthesize the given product. (1) Given the product [C:41]([C@@H:42]([NH:78][C:79](=[O:98])[NH:80][C@@H:81]([CH2:89][CH2:90][C:91]([OH:93])=[O:92])[C:82]([OH:84])=[O:83])[CH2:43][CH2:44][CH2:45][CH2:46][N:47]1[CH:51]=[C:8]([CH2:7][NH:6][C:5]2[CH:13]=[CH:14][C:15]([N+:17]([O-:19])=[O:18])=[CH:16][C:4]=2[N+:1]([O-:3])=[O:2])[N:49]=[N:48]1)([OH:99])=[O:40], predict the reactants needed to synthesize it. The reactants are: [N+:1]([C:4]1[CH:16]=[C:15]([N+:17]([O-:19])=[O:18])[CH:14]=[CH:13][C:5]=1[NH:6][CH2:7][CH2:8]OCC#C)([O-:3])=[O:2].[N-]=[N+]=[N-].O=C1O[C@H]([C@H](CO)O)C([O-])=C1O.[Na+].C([O:40][C:41](=[O:99])[C@@H:42]([NH:78][C:79](=[O:98])[NH:80][C@@H:81]([CH2:89][CH2:90][C:91]([O:93]C(C)(C)C)=[O:92])[C:82]([O:84]C(C)(C)C)=[O:83])[CH2:43][CH2:44][CH2:45][CH2:46][N:47]1[CH:51]=C(COCCOCCOCCOCCNC2C=CC([N+]([O-])=O)=CC=2[N+]([O-])=O)[N:49]=[N:48]1)(C)(C)C. (2) Given the product [CH2:1]([O:5][C:6]([C:8]1[N:9]=[C:10]([C:26]2[CH:31]=[CH:30][CH:29]=[CH:28][N:27]=2)[C:11]2[C:16]([C:17]=1[OH:18])=[CH:15][CH:14]=[CH:13][CH:12]=2)=[O:7])[CH2:2][CH2:3][CH3:4], predict the reactants needed to synthesize it. The reactants are: [CH2:1]([O:5][C:6]([C:8]1[N:9]=[C:10]([C:26]2[CH:31]=[CH:30][CH:29]=[CH:28][N:27]=2)[C:11]2[C:16]([C:17]=1[O:18]CC1C=CC=CC=1)=[CH:15][CH:14]=[CH:13][CH:12]=2)=[O:7])[CH2:2][CH2:3][CH3:4].C1C=CC(C([C@@H]2OC[C@H](NCC3C=CC(F)=CC=3)C(O)C2)C2C=CC=CC=2)=CC=1. (3) Given the product [NH2:18][C:15]1[C:14]2[C:9]([O:8][CH2:1][C:2]3[CH:3]=[CH:4][CH:5]=[CH:6][CH:7]=3)=[N:10][CH:11]=[CH:12][C:13]=2[N:17]([CH:21]([CH3:22])[CH2:20][C:19]#[N:23])[N:16]=1, predict the reactants needed to synthesize it. The reactants are: [CH2:1]([O:8][C:9]1[C:14]2[C:15]([NH2:18])=[N:16][NH:17][C:13]=2[CH:12]=[CH:11][N:10]=1)[C:2]1[CH:7]=[CH:6][CH:5]=[CH:4][CH:3]=1.[C:19](#[N:23])/[CH:20]=[CH:21]/[CH3:22].C1CCN2C(=NCCC2)CC1.